This data is from Retrosynthesis with 50K atom-mapped reactions and 10 reaction types from USPTO. The task is: Predict the reactants needed to synthesize the given product. (1) Given the product COCCN(C)CCOc1cc2ncnc(Oc3ccc4[nH]c(C)c(C)c4c3)c2cc1OC, predict the reactants needed to synthesize it. The reactants are: COCCN(C)CCO.COc1cc2c(Oc3ccc4[nH]c(C)c(C)c4c3)ncnc2cc1O. (2) Given the product CCOC(=O)COc1c(C(=O)OC)sc(-c2ccc(NC3CC(C)(C)CC(C)(C)C3)cc2)c1Br, predict the reactants needed to synthesize it. The reactants are: CC1(C)CC(=O)CC(C)(C)C1.CCOC(=O)COc1c(C(=O)OC)sc(-c2ccc(N)cc2)c1Br. (3) Given the product CS(=O)(=O)OC[C@H]1CCN(C(=O)OCc2ccccc2)[C@@H](c2ccc(F)c(F)c2)C1, predict the reactants needed to synthesize it. The reactants are: CS(=O)(=O)Cl.O=C(OCc1ccccc1)N1CC[C@H](CO)C[C@@H]1c1ccc(F)c(F)c1. (4) Given the product Cc1cccc(-c2ccc(S(=O)(=O)Nc3cc(C)no3)cc2)c1, predict the reactants needed to synthesize it. The reactants are: Cc1cc(NS(=O)(=O)c2ccc(Br)cc2)on1.Cc1cccc(B(O)O)c1. (5) Given the product CCc1nc2c(C)cc(C#N)nc2n1Cc1ccccc1, predict the reactants needed to synthesize it. The reactants are: CCc1nc2c(C)cc(Br)nc2n1Cc1ccccc1.N#C[Cu]. (6) Given the product OC(CCc1cccnc1)COc1cccc(-c2ccccc2)c1, predict the reactants needed to synthesize it. The reactants are: OB(O)c1ccccc1.OC(CCc1cccnc1)COc1cccc(Br)c1. (7) Given the product N#CCc1c2cccn(CC(O)c3ccccc3)c-2nc1Cl, predict the reactants needed to synthesize it. The reactants are: N#CCc1c2cccn(CC(=O)c3ccccc3)c-2nc1Cl.